This data is from Forward reaction prediction with 1.9M reactions from USPTO patents (1976-2016). The task is: Predict the product of the given reaction. (1) Given the reactants [O:1]1[C:10]2[CH:9]=[C:8]([CH2:11][N:12]([CH:20]3[CH2:25][CH2:24][N:23]([CH2:26][CH2:27][N:28]4[C:33](=[O:34])[CH:32]=[N:31]C5C=CC(OC)=NC4=5)[CH2:22][CH2:21]3)C(=O)OC(C)(C)C)[N:7]=[CH:6][C:5]=2[O:4][CH2:3][CH2:2]1.[ClH:41].[C:42]([O-:45])(O)=O.[Na+], predict the reaction product. The product is: [ClH:41].[O:1]1[C:10]2[CH:9]=[C:8]([CH2:11][NH:12][CH:20]3[CH2:21][CH2:22][N:23]([CH2:26][CH2:27][N:28]4[C:33](=[O:34])[CH:32]=[N:31][C:6]5[N:7]=[CH:8][C:9]([O:45][CH3:42])=[CH:10][C:5]4=5)[CH2:24][CH2:25]3)[N:7]=[CH:6][C:5]=2[O:4][CH2:3][CH2:2]1. (2) Given the reactants [C:1]([O:5][C:6]([N:8]1[CH2:12][C@H:11]([O:13][Si:14]([C:17]([CH3:20])([CH3:19])[CH3:18])([CH3:16])[CH3:15])[CH2:10][C@@H:9]1[C:21](O)=[O:22])=[O:7])([CH3:4])([CH3:3])[CH3:2].[NH2:24][C:25]1[CH:35]=[CH:34][C:28]([C:29]([N:31]([CH3:33])[CH3:32])=[O:30])=[CH:27][C:26]=1[F:36].CCOC1N(C(OCC)=O)C2C(=CC=CC=2)C=C1.C(N(CC)CC)C, predict the reaction product. The product is: [C:1]([O:5][C:6]([N:8]1[CH2:12][C@H:11]([O:13][Si:14]([C:17]([CH3:20])([CH3:19])[CH3:18])([CH3:15])[CH3:16])[CH2:10][C@@H:9]1[C:21](=[O:22])[NH:24][C:25]1[CH:35]=[CH:34][C:28]([C:29](=[O:30])[N:31]([CH3:32])[CH3:33])=[CH:27][C:26]=1[F:36])=[O:7])([CH3:3])([CH3:2])[CH3:4]. (3) Given the reactants Br[C:2]1[CH:3]=[C:4]2[C:31](=[CH:32][CH:33]=1)[O:30][C:29]([CH3:35])([CH3:34])[C:25]1([CH2:28][O:27][CH2:26]1)[C:5]12[CH2:9][O:8][C:7]([N:10](C(OC(C)(C)C)=O)C(OC(C)(C)C)=O)=[N:6]1.[Cl:36][C:37]1[CH:38]=[C:39](B(O)O)[CH:40]=[C:41]([F:43])[CH:42]=1.C([O-])([O-])=O.[Na+].[Na+], predict the reaction product. The product is: [Cl:36][C:37]1[CH:38]=[C:39]([C:2]2[CH:3]=[C:4]3[C:31](=[CH:32][CH:33]=2)[O:30][C:29]([CH3:35])([CH3:34])[C:25]2([CH2:28][O:27][CH2:26]2)[C:5]23[CH2:9][O:8][C:7]([NH2:10])=[N:6]2)[CH:40]=[C:41]([F:43])[CH:42]=1. (4) The product is: [Cl:1][C:2]1[N:7]=[C:6]([NH:29][C:25]2[CH:26]=[CH:27][CH:28]=[C:23]([O:22][CH3:21])[CH:24]=2)[C:5]([N+:9]([O-:11])=[O:10])=[CH:4][N:3]=1. Given the reactants [Cl:1][C:2]1[N:7]=[C:6](Cl)[C:5]([N+:9]([O-:11])=[O:10])=[CH:4][N:3]=1.C(N(CC)C(C)C)(C)C.[CH3:21][O:22][C:23]1[CH:28]=[CH:27][CH:26]=[C:25]([NH2:29])[CH:24]=1, predict the reaction product. (5) Given the reactants O[C:2]1[C:3]2[NH:10][CH:9]=[C:8]([C:11]([O:13][CH2:14][CH3:15])=[O:12])[C:4]=2[N:5]=[CH:6][N:7]=1.OC1C2C(=C(C(OCC)=O)NC=2)N=CN=1.P(Cl)(Cl)([Cl:33])=O, predict the reaction product. The product is: [Cl:33][C:2]1[C:3]2[NH:10][CH:9]=[C:8]([C:11]([O:13][CH2:14][CH3:15])=[O:12])[C:4]=2[N:5]=[CH:6][N:7]=1. (6) Given the reactants [O:1]=[C:2]1[C:10]2[C:5](=[CH:6][CH:7]=[CH:8][CH:9]=2)[CH2:4][N:3]1[C:11]1[CH:16]=[CH:15][C:14]([N:17]2[CH2:21][C@H:20]([CH2:22]OS(C)(=O)=O)[O:19][C:18]2=[O:28])=[CH:13][C:12]=1[F:29].[N-:30]=[N+:31]=[N-:32].[Na+].O, predict the reaction product. The product is: [N:30]([CH2:22][C@@H:20]1[O:19][C:18](=[O:28])[N:17]([C:14]2[CH:15]=[CH:16][C:11]([N:3]3[CH2:4][C:5]4[C:10](=[CH:9][CH:8]=[CH:7][CH:6]=4)[C:2]3=[O:1])=[C:12]([F:29])[CH:13]=2)[CH2:21]1)=[N+:31]=[N-:32]. (7) Given the reactants [Cl:1][C:2]1[N:3]=[C:4](Cl)[C:5]2[S:21][C:9]3[N:10]=[C:11]([C:15]4[CH:20]=[CH:19][CH:18]=[CH:17][CH:16]=4)[N:12]=[C:13]([CH3:14])[C:8]=3[C:6]=2[N:7]=1.[NH:23]1[CH2:28][CH2:27][NH:26][CH2:25][CH2:24]1, predict the reaction product. The product is: [Cl:1][C:2]1[N:3]=[C:4]([N:23]2[CH2:28][CH2:27][NH:26][CH2:25][CH2:24]2)[C:5]2[S:21][C:9]3[N:10]=[C:11]([C:15]4[CH:20]=[CH:19][CH:18]=[CH:17][CH:16]=4)[N:12]=[C:13]([CH3:14])[C:8]=3[C:6]=2[N:7]=1. (8) Given the reactants [CH2:1]([C:3]1[C:4]2[CH2:20][CH2:19][NH:18][C:5]=2[N:6]=[C:7]([C:9]2[CH:14]=[CH:13][C:12]([O:15][CH3:16])=[C:11]([F:17])[CH:10]=2)[N:8]=1)[CH3:2].[O-]P([O-])([O-])=O.[K+].[K+].[K+].I[C:30]1[CH:31]=[C:32]([CH:40]=[CH:41][CH:42]=1)[O:33][CH2:34][C:35]([N:37]([CH3:39])[CH3:38])=[O:36].CN[C@@H]1CCCC[C@H]1NC, predict the reaction product. The product is: [CH2:1]([C:3]1[C:4]2[CH2:20][CH2:19][N:18]([C:30]3[CH:31]=[C:32]([CH:40]=[CH:41][CH:42]=3)[O:33][CH2:34][C:35]([N:37]([CH3:39])[CH3:38])=[O:36])[C:5]=2[N:6]=[C:7]([C:9]2[CH:14]=[CH:13][C:12]([O:15][CH3:16])=[C:11]([F:17])[CH:10]=2)[N:8]=1)[CH3:2]. (9) The product is: [CH3:30][C:26]1([CH3:31])[CH2:25][CH2:24][C:23]([CH3:32])([CH3:33])[C:22]2[CH:21]=[C:20]([C:18]3[N:19]=[C:15]([N:12]4[CH2:13][CH2:14][N:9]([CH2:8][CH2:7][CH2:6][CH2:5][C:4]([OH:34])=[O:3])[CH2:10][CH2:11]4)[S:16][CH:17]=3)[CH:29]=[CH:28][C:27]1=2. Given the reactants C([O:3][C:4](=[O:34])[CH2:5][CH2:6][CH2:7][CH2:8][N:9]1[CH2:14][CH2:13][N:12]([C:15]2[S:16][CH:17]=[C:18]([C:20]3[CH:29]=[CH:28][C:27]4[C:26]([CH3:31])([CH3:30])[CH2:25][CH2:24][C:23]([CH3:33])([CH3:32])[C:22]=4[CH:21]=3)[N:19]=2)[CH2:11][CH2:10]1)C.O.[OH-].[Li+].Cl, predict the reaction product. (10) Given the reactants [CH:1]([C:3]1[CH:4]=[C:5]([B:9]([OH:11])[OH:10])[CH:6]=[CH:7][CH:8]=1)=O.[CH3:12][N:13]1[CH2:18][CH2:17][NH:16][CH2:15][CH2:14]1.C(O)(=O)C.[BH-](OC(C)=O)(OC(C)=O)OC(C)=O.[Na+], predict the reaction product. The product is: [CH3:12][N:13]1[CH2:18][CH2:17][N:16]([CH2:1][C:3]2[CH:4]=[C:5]([B:9]([OH:11])[OH:10])[CH:6]=[CH:7][CH:8]=2)[CH2:15][CH2:14]1.